Dataset: NCI-60 drug combinations with 297,098 pairs across 59 cell lines. Task: Regression. Given two drug SMILES strings and cell line genomic features, predict the synergy score measuring deviation from expected non-interaction effect. (1) Drug 1: C1CN1C2=NC(=NC(=N2)N3CC3)N4CC4. Drug 2: C1=CC=C(C(=C1)C(C2=CC=C(C=C2)Cl)C(Cl)Cl)Cl. Cell line: HT29. Synergy scores: CSS=26.1, Synergy_ZIP=4.67, Synergy_Bliss=7.91, Synergy_Loewe=-6.80, Synergy_HSA=4.90. (2) Cell line: HS 578T. Synergy scores: CSS=47.6, Synergy_ZIP=0.318, Synergy_Bliss=-1.00, Synergy_Loewe=-35.1, Synergy_HSA=-2.07. Drug 1: CC=C1C(=O)NC(C(=O)OC2CC(=O)NC(C(=O)NC(CSSCCC=C2)C(=O)N1)C(C)C)C(C)C. Drug 2: C1CC(=O)NC(=O)C1N2C(=O)C3=CC=CC=C3C2=O.